Dataset: Catalyst prediction with 721,799 reactions and 888 catalyst types from USPTO. Task: Predict which catalyst facilitates the given reaction. (1) Product: [CH3:6][S:7]([C:10]1[CH:11]=[CH:12][C:13]([C:19]([CH:21]2[C:22](=[O:23])[CH2:24][CH2:25][CH2:26][C:27]2=[O:28])=[O:20])=[C:14]([N+:16]([O-:18])=[O:17])[CH:15]=1)(=[O:9])=[O:8].[Fe:1]. The catalyst class is: 1. Reactant: [Fe:1](Cl)(Cl)Cl.[Fe].[CH3:6][S:7]([C:10]1[CH:11]=[CH:12][C:13]([C:19]([CH:21]2[C:27](=[O:28])[CH2:26][CH2:25][CH2:24][C:22]2=[O:23])=[O:20])=[C:14]([N+:16]([O-:18])=[O:17])[CH:15]=1)(=[O:9])=[O:8]. (2) Reactant: [Li+].CC([N-]C(C)C)C.[Cl:9][C:10]1[CH:15]=[CH:14][N:13]=[CH:12][CH:11]=1.[Sn:16](Cl)([CH2:25][CH2:26][CH2:27][CH3:28])([CH2:21][CH2:22][CH2:23][CH3:24])[CH2:17][CH2:18][CH2:19][CH3:20]. Product: [Cl:9][C:10]1[CH:15]=[CH:14][N:13]=[CH:12][C:11]=1[Sn:16]([CH2:21][CH2:22][CH2:23][CH3:24])([CH2:25][CH2:26][CH2:27][CH3:28])[CH2:17][CH2:18][CH2:19][CH3:20]. The catalyst class is: 598.